This data is from Catalyst prediction with 721,799 reactions and 888 catalyst types from USPTO. The task is: Predict which catalyst facilitates the given reaction. (1) Reactant: [NH2:1][C:2]1[N:3]=[C:4]([CH3:16])[C:5]2[CH:11]=[CH:10][C:9](=[O:12])[N:8]([CH:13]([CH3:15])[CH3:14])[C:6]=2[N:7]=1.[Br:17]Br. The catalyst class is: 2. Product: [NH2:1][C:2]1[N:3]=[C:4]([CH3:16])[C:5]2[CH:11]=[C:10]([Br:17])[C:9](=[O:12])[N:8]([CH:13]([CH3:14])[CH3:15])[C:6]=2[N:7]=1. (2) Reactant: C[O:2][C:3](=[O:23])[C:4]1[CH:9]=[CH:8][C:7]([CH2:10][NH:11][C:12](=[O:20])[CH2:13][C:14]2[CH:19]=[CH:18][CH:17]=[CH:16][CH:15]=2)=[C:6]([O:21][CH3:22])[CH:5]=1.[Li+].[OH-].Cl. Product: [CH3:22][O:21][C:6]1[CH:5]=[C:4]([CH:9]=[CH:8][C:7]=1[CH2:10][NH:11][C:12](=[O:20])[CH2:13][C:14]1[CH:19]=[CH:18][CH:17]=[CH:16][CH:15]=1)[C:3]([OH:23])=[O:2]. The catalyst class is: 1. (3) Reactant: ClC(N(C)C)=C(C)C.[CH3:9][O:10][C:11]1[CH:16]=[CH:15][C:14]([NH:17][C:18](=[O:34])[C:19]2[CH:24]=[C:23]([CH2:25][NH:26][C:27]([C:29]([CH3:32])([CH3:31])[CH3:30])=[O:28])[CH:22]=[CH:21][C:20]=2[Cl:33])=[CH:13][C:12]=1[C:35]([OH:37])=O.[NH2:38][C:39]1[CH:44]=[C:43]([C:45]([F:48])([F:47])[F:46])[CH:42]=[CH:41][N:40]=1. Product: [CH3:9][O:10][C:11]1[CH:16]=[CH:15][C:14]([NH:17][C:18](=[O:34])[C:19]2[CH:24]=[C:23]([CH2:25][NH:26][C:27]([C:29]([CH3:31])([CH3:32])[CH3:30])=[O:28])[CH:22]=[CH:21][C:20]=2[Cl:33])=[CH:13][C:12]=1[C:35]([NH:38][C:39]1[CH:44]=[C:43]([C:45]([F:47])([F:46])[F:48])[CH:42]=[CH:41][N:40]=1)=[O:37]. The catalyst class is: 1. (4) The catalyst class is: 262. Reactant: [C:1]([C:4]1[CH:24]=[CH:23][CH:22]=[CH:21][C:5]=1[C:6]([C:8]1[CH:20]=[CH:19][C:11]2[S:12][C:13]3[CH:18]=[CH:17][CH:16]=[CH:15][C:14]=3[C:10]=2[CH:9]=1)=[O:7])(O)=[O:2].P(Cl)(Cl)(Cl)(Cl)Cl.[Cl-].[Al+3].[Cl-].[Cl-].CC(C)=O. Product: [CH:15]1[C:14]2[C:10]3[CH:9]=[C:8]4[C:20]([C:1](=[O:2])[C:4]5[CH:24]=[CH:23][CH:22]=[CH:21][C:5]=5[C:6]4=[O:7])=[CH:19][C:11]=3[S:12][C:13]=2[CH:18]=[CH:17][CH:16]=1. (5) Reactant: C([O:8][C:9]1[CH:14]=[CH:13][N:12]([CH:15]2[CH2:20][CH2:19][N:18]([C:21]([O:23][C:24]([CH3:27])([CH3:26])[CH3:25])=[O:22])[CH2:17][CH2:16]2)[C:11](=[O:28])[C:10]=1[CH:29]=[CH2:30])C1C=CC=CC=1.[H][H]. Product: [CH2:29]([C:10]1[C:11](=[O:28])[N:12]([CH:15]2[CH2:16][CH2:17][N:18]([C:21]([O:23][C:24]([CH3:27])([CH3:26])[CH3:25])=[O:22])[CH2:19][CH2:20]2)[CH:13]=[CH:14][C:9]=1[OH:8])[CH3:30]. The catalyst class is: 349. (6) Reactant: [CH2:1]([O:8][CH2:9][C@@H:10]1[CH:14]=[CH:13][CH2:12][C@H:11]1[OH:15])[C:2]1[CH:7]=[CH:6][CH:5]=[CH:4][CH:3]=1.N1C=CN=C1.[CH3:21][C:22]([Si:25](Cl)([C:32]1[CH:37]=[CH:36][CH:35]=[CH:34][CH:33]=1)[C:26]1[CH:31]=[CH:30][CH:29]=[CH:28][CH:27]=1)([CH3:24])[CH3:23].C(OCC)(=O)C. Product: [CH2:1]([O:8][CH2:9][C@@H:10]1[CH:14]=[CH:13][CH2:12][C@H:11]1[O:15][Si:25]([C:22]([CH3:24])([CH3:23])[CH3:21])([C:32]1[CH:33]=[CH:34][CH:35]=[CH:36][CH:37]=1)[C:26]1[CH:31]=[CH:30][CH:29]=[CH:28][CH:27]=1)[C:2]1[CH:7]=[CH:6][CH:5]=[CH:4][CH:3]=1. The catalyst class is: 18. (7) Reactant: [Br:1][C:2]1[CH:3]=[CH:4][C:5]([O:11][CH2:12][CH2:13]Br)=[C:6]([C:8](=[O:10])[CH3:9])[CH:7]=1.[H-].[Na+]. Product: [Br:1][C:2]1[CH:3]=[CH:4][C:5]2[O:11][CH2:12][CH2:13][CH2:9][C:8](=[O:10])[C:6]=2[CH:7]=1. The catalyst class is: 1. (8) Reactant: [F:1][C:2]1[CH:20]=[C:19]([NH:21][C:22]([O:24]C2C=CC=CC=2)=O)[CH:18]=[CH:17][C:3]=1[CH2:4][NH:5][S:6]([NH:9][C:10]([O:12][C:13]([CH3:16])([CH3:15])[CH2+:14])=[O:11])(=[O:8])=[O:7].[C:31]1([CH3:49])[CH:36]=[CH:35][CH:34]=[C:33]([C:37]2[C:42]([CH2:43][NH2:44])=[CH:41][CH:40]=[C:39]([C:45]([F:48])([F:47])[F:46])[N:38]=2)[CH:32]=1. Product: [F:1][C:2]1[CH:20]=[C:19]([NH:21][C:22]([NH:44][CH2:43][C:42]2[C:37]([C:33]3[CH:32]=[C:31]([CH3:49])[CH:36]=[CH:35][CH:34]=3)=[N:38][C:39]([C:45]([F:48])([F:46])[F:47])=[CH:40][CH:41]=2)=[O:24])[CH:18]=[CH:17][C:3]=1[CH2:4][NH:5][S:6]([NH:9][C:10](=[O:11])[O:12][C:13]([CH3:16])([CH3:15])[CH3:14])(=[O:7])=[O:8]. The catalyst class is: 599. (9) Reactant: [CH3:1][NH:2][NH2:3].C(OCC)(=O)C.O.[CH:11]1[CH:16]=[CH:15][C:14]([O:17][C:18]2[CH:23]=[CH:22][C:21]([C:24](/[CH:26]=[CH:27]/[C:28]3[O:32][CH:31]=[CH:30][CH:29]=3)=O)=[CH:20][CH:19]=2)=[CH:13][CH:12]=1. Product: [O:32]1[CH:31]=[CH:30][CH:29]=[C:28]1[C:27]1[N:2]([CH3:1])[N:3]=[C:24]([C:21]2[CH:22]=[CH:23][C:18]([O:17][C:14]3[CH:15]=[CH:16][CH:11]=[CH:12][CH:13]=3)=[CH:19][CH:20]=2)[CH:26]=1. The catalyst class is: 16. (10) Reactant: [Br:1][C:2]1[CH:3]=[C:4]2[C:9](=[CH:10][CH:11]=1)[O:8][CH:7]([C:12]1[CH:17]=[CH:16][CH:15]=[CH:14][CH:13]=1)[CH2:6][C:5]2([CH2:21][C:22]([O-:24])=O)[N:18]=[C:19]=[S:20].[CH3:25][NH2:26]. Product: [Br:1][C:2]1[CH:3]=[C:4]2[C:5]3([CH2:21][C:22](=[O:24])[N:26]([CH3:25])[C:19](=[S:20])[NH:18]3)[CH2:6][CH:7]([C:12]3[CH:17]=[CH:16][CH:15]=[CH:14][CH:13]=3)[O:8][C:9]2=[CH:10][CH:11]=1. The catalyst class is: 168.